Predict the reaction yield, written as a fraction of the theoretical maximum amount of product (1.0 means a 100% yield; for example, 0.34 means a 34% yield). From a dataset of Reaction yield outcomes from USPTO patents with 853,638 reactions. The reactants are [Cl:1][C:2]1[CH:11]=[CH:10][C:9]2[C:4](=[C:5](Cl)[C:6]([S:12]([CH3:15])(=[O:14])=[O:13])=[CH:7][N:8]=2)[N:3]=1.[CH3:17][N:18]([CH2:20][C:21]1[CH:27]=[CH:26][C:24]([NH2:25])=[CH:23][CH:22]=1)[CH3:19]. No catalyst specified. The product is [Cl:1][C:2]1[N:3]=[C:4]2[C:9](=[CH:10][CH:11]=1)[N:8]=[CH:7][C:6]([S:12]([CH3:15])(=[O:14])=[O:13])=[C:5]2[NH:25][C:24]1[CH:23]=[CH:22][C:21]([CH2:20][N:18]([CH3:19])[CH3:17])=[CH:27][CH:26]=1. The yield is 0.800.